This data is from Reaction yield outcomes from USPTO patents with 853,638 reactions. The task is: Predict the reaction yield, written as a fraction of the theoretical maximum amount of product (1.0 means a 100% yield; for example, 0.34 means a 34% yield). (1) The reactants are [F:1][C:2]1[CH:10]=[CH:9][CH:8]=[C:7]2[C:3]=1[CH:4]=[C:5]([C:11]1[N:16]=[C:15]([C:17]3[C:18]([N:37]([CH3:42])[S:38]([CH3:41])(=[O:40])=[O:39])=[CH:19][C:20]4[O:24][C:23]([C:25]5[CH:30]=[CH:29][C:28]([F:31])=[CH:27][CH:26]=5)=[C:22]([C:32]([NH:34][CH3:35])=[O:33])[C:21]=4[CH:36]=3)[CH:14]=[CH:13][C:12]=1[CH:43]=[CH:44][CH2:45][CH2:46][OH:47])[NH:6]2. The catalyst is CC(N(C)C)=O.O. The product is [F:1][C:2]1[C:3]2[CH:4]=[C:5]3[C:11]4[N:16]=[C:15]([C:17]5[C:18]([N:37]([CH3:42])[S:38]([CH3:41])(=[O:40])=[O:39])=[CH:19][C:20]6[O:24][C:23]([C:25]7[CH:30]=[CH:29][C:28]([F:31])=[CH:27][CH:26]=7)=[C:22]([C:32]([NH:34][CH3:35])=[O:33])[C:21]=6[CH:36]=5)[CH:14]=[CH:13][C:12]=4[CH2:43][CH:44]([CH2:45][CH2:46][OH:47])[N:6]3[C:7]=2[CH:8]=[CH:9][CH:10]=1. The yield is 0.300. (2) The reactants are [OH:1][CH2:2][CH2:3][C:4]1[CH:9]=[CH:8][C:7]([OH:10])=[CH:6][CH:5]=1.Cl[C:12]1[N:17]=[CH:16][C:15]([Cl:18])=[CH:14][N:13]=1.C([O-])([O-])=O.[K+].[K+]. The catalyst is CN(C=O)C. The product is [Cl:18][C:15]1[CH:14]=[N:13][C:12]([O:10][C:7]2[CH:8]=[CH:9][C:4]([CH2:3][CH2:2][OH:1])=[CH:5][CH:6]=2)=[N:17][CH:16]=1. The yield is 0.900. (3) The reactants are [Br:1][C:2]1[CH:8]=[CH:7][C:5]([NH2:6])=[CH:4][C:3]=1[CH3:9].Cl[CH2:11][CH2:12][N:13]1[CH2:18][CH2:17][O:16][CH2:15][CH2:14]1.C([O-])([O-])=O.[K+].[K+].[Na+].[I-]. The catalyst is CS(C)=O.CCOC(C)=O. The product is [Br:1][C:2]1[CH:8]=[CH:7][C:5]([NH:6][CH2:11][CH2:12][N:13]2[CH2:18][CH2:17][O:16][CH2:15][CH2:14]2)=[CH:4][C:3]=1[CH3:9]. The yield is 0.310. (4) The reactants are [O:1]1[C:5]2[CH:6]=[CH:7][CH:8]=[CH:9][C:4]=2[CH:3]=[C:2]1[S:10]([NH:13][C:14]1[CH:19]=[C:18]([Cl:20])[CH:17]=[CH:16][C:15]=1[S:21][CH2:22][CH2:23][C:24]([O:26]C)=[O:25])(=[O:12])=[O:11].O[Li].O.Cl. The catalyst is C1COCC1.O. The product is [O:1]1[C:5]2[CH:6]=[CH:7][CH:8]=[CH:9][C:4]=2[CH:3]=[C:2]1[S:10]([NH:13][C:14]1[CH:19]=[C:18]([Cl:20])[CH:17]=[CH:16][C:15]=1[S:21][CH2:22][CH2:23][C:24]([OH:26])=[O:25])(=[O:11])=[O:12]. The yield is 0.840. (5) The reactants are Cl.[C:2]1([CH:8]([C:14]2[CH:19]=[CH:18][CH:17]=[CH:16][CH:15]=2)[N:9]2[CH2:12][CH:11]([OH:13])[CH2:10]2)[CH:7]=[CH:6][CH:5]=[CH:4][CH:3]=1.CN1CCOCC1.C[N+]1([O-])CCOCC1.C(OCC)(=O)C. The catalyst is ClCCl.[Ru]([O-])(=O)(=O)=O.C([N+](CCC)(CCC)CCC)CC. The product is [C:14]1([CH:8]([C:2]2[CH:3]=[CH:4][CH:5]=[CH:6][CH:7]=2)[N:9]2[CH2:12][C:11](=[O:13])[CH2:10]2)[CH:15]=[CH:16][CH:17]=[CH:18][CH:19]=1. The yield is 0.370. (6) The reactants are C1(P(C2C=CC=CC=2)C2C=CC=CC=2)C=CC=CC=1.[C:20]([O:24][C:25]([N:27]1[CH2:40][CH2:39][N:30]2[C:31]3[CH:32]=[C:33](I)[CH:34]=[CH:35][C:36]=3[CH2:37][CH:29]2[CH2:28]1)=[O:26])([CH3:23])([CH3:22])[CH3:21].[CH3:41][S:42][Sn](CCCC)(CCCC)CCCC.O. The catalyst is C1COCC1.C([O-])(=O)C.[Pd+2].C([O-])(=O)C. The product is [C:20]([O:24][C:25]([N:27]1[CH2:40][CH2:39][N:30]2[C:31]3[CH:32]=[C:33]([S:42][CH3:41])[CH:34]=[CH:35][C:36]=3[CH2:37][CH:29]2[CH2:28]1)=[O:26])([CH3:23])([CH3:22])[CH3:21]. The yield is 0.500. (7) The reactants are C(O[C:4](=[O:28])[C:5](=[O:27])[N:6]([CH2:20][C:21]1[CH:26]=[CH:25][CH:24]=[CH:23][CH:22]=1)[C:7]1[C:16]([N+:17]([O-])=O)=[CH:15][CH:14]=[C:13]2[C:8]=1[CH2:9][CH2:10][CH2:11][NH:12]2)C. The catalyst is O1CCCC1.[Ni]. The product is [C:21]1([CH2:20][N:6]2[C:7]3[C:8]4[CH2:9][CH2:10][CH2:11][NH:12][C:13]=4[CH:14]=[CH:15][C:16]=3[NH:17][C:4](=[O:28])[C:5]2=[O:27])[CH:22]=[CH:23][CH:24]=[CH:25][CH:26]=1. The yield is 0.570.